Task: Predict the product of the given reaction.. Dataset: Forward reaction prediction with 1.9M reactions from USPTO patents (1976-2016) (1) Given the reactants [CH:1]1([C:4]2[CH:5]=[C:6]([C:10]3[N:15]=[CH:14][C:13]4[CH:16]=[N:17][N:18]([C:19]5[CH:24]=[CH:23][CH:22]=[C:21](F)[N:20]=5)[C:12]=4[CH:11]=3)[CH:7]=[N:8][CH:9]=2)[CH2:3][CH2:2]1.[NH:26]1[CH2:31][CH2:30][NH:29][CH2:28][CH2:27]1, predict the reaction product. The product is: [CH:1]1([C:4]2[CH:5]=[C:6]([C:10]3[N:15]=[CH:14][C:13]4[CH:16]=[N:17][N:18]([C:19]5[CH:24]=[CH:23][CH:22]=[C:21]([N:26]6[CH2:31][CH2:30][NH:29][CH2:28][CH2:27]6)[N:20]=5)[C:12]=4[CH:11]=3)[CH:7]=[N:8][CH:9]=2)[CH2:3][CH2:2]1. (2) Given the reactants [CH2:1]([O:8][C:9]1[CH:10]=[C:11]2[C:16](=[CH:17][C:18]=1[O:19][CH3:20])[CH:15]([CH2:21]S(C1N(C3C=CC=CC=3)N=NN=1)(=O)=O)[N:14](C(OC(C)(C)C)=O)[CH2:13][CH2:12]2)[C:2]1[CH:7]=[CH:6][CH:5]=[CH:4][CH:3]=1.[F:43][C:44]1[C:51]([OH:52])=[C:50]([F:53])[CH:49]=[CH:48][C:45]=1[CH:46]=O.C[Si]([N-][Si](C)(C)C)(C)C.[Li+], predict the reaction product. The product is: [CH2:1]([O:8][C:9]1[CH:10]=[C:11]2[C:16](=[CH:17][C:18]=1[O:19][CH3:20])[CH:15](/[CH:21]=[CH:46]/[C:45]1[C:44]([F:43])=[C:51]([OH:52])[C:50]([F:53])=[CH:49][CH:48]=1)[NH:14][CH2:13][CH2:12]2)[C:2]1[CH:7]=[CH:6][CH:5]=[CH:4][CH:3]=1. (3) Given the reactants [N:1]([C:4]1[CH:9]=[C:8]([N:10]2[C:18]3[C:13](=[CH:14][CH:15]=[CH:16][C:17]=3[CH3:19])[CH:12]=[CH:11]2)[CH:7]=[C:6]([N:20]=[N+]=[N-])[N:5]=1)=[N+]=[N-].C.[H][H], predict the reaction product. The product is: [CH3:19][C:17]1[CH:16]=[CH:15][CH:14]=[C:13]2[C:18]=1[N:10]([C:8]1[CH:9]=[C:4]([NH2:1])[N:5]=[C:6]([NH2:20])[CH:7]=1)[CH:11]=[CH:12]2. (4) Given the reactants [Br:1][C:2]1[CH:3]=[CH:4][C:5]([CH3:18])=[C:6]([CH:17]=1)[CH2:7][N:8]1[C:12]([CH2:13][OH:14])=[N:11][N:10]([CH3:15])[C:9]1=[O:16], predict the reaction product. The product is: [Br:1][C:2]1[CH:3]=[CH:4][C:5]([CH3:18])=[C:6]([CH:17]=1)[CH2:7][N:8]1[C:12]([CH:13]=[O:14])=[N:11][N:10]([CH3:15])[C:9]1=[O:16]. (5) Given the reactants [Cl:1][C:2]1[CH:3]=[C:4](B(O)O)[CH:5]=[CH:6][CH:7]=1.C(=O)([O-])[O-].[Na+].[Na+].Br[C:18]1[C:31]2[C:32]3=[C:33]4[C:28](=[CH:29][CH:30]=2)[C:27](Br)=[CH:26][C:25](Br)=[C:24]4[CH:23]=[CH:22][C:21]3=[C:20](Br)[CH:19]=1, predict the reaction product. The product is: [Cl:1][C:2]1[CH:3]=[C:4]([C:18]2[C:31]3[C:32]4=[C:33]5[C:28](=[CH:29][CH:30]=3)[C:27]([C:4]3[CH:5]=[CH:6][CH:7]=[C:2]([Cl:1])[CH:3]=3)=[CH:26][C:25]([C:4]3[CH:5]=[CH:6][CH:7]=[C:2]([Cl:1])[CH:3]=3)=[C:24]5[CH:23]=[CH:22][C:21]4=[C:20]([C:6]3[CH:5]=[CH:4][CH:3]=[C:2]([Cl:1])[CH:7]=3)[CH:19]=2)[CH:5]=[CH:6][CH:7]=1. (6) Given the reactants [CH:1]1([CH2:6][CH:7]([N:11]2[C:16](=[O:17])[CH:15]=[C:14]([O:18][C:19]3[C:24]([F:25])=[CH:23][CH:22]=[C:21]([CH3:26])[C:20]=3[F:27])[CH:13]=[N:12]2)[C:8](O)=[O:9])[CH2:5][CH2:4][CH2:3][CH2:2]1.[CH3:28][C:29]1([CH3:41])[O:33][C@H:32]([CH2:34][N:35]2[CH:39]=[CH:38][C:37]([NH2:40])=[N:36]2)[CH2:31][O:30]1, predict the reaction product. The product is: [CH:1]1([CH2:6][CH:7]([N:11]2[C:16](=[O:17])[CH:15]=[C:14]([O:18][C:19]3[C:24]([F:25])=[CH:23][CH:22]=[C:21]([CH3:26])[C:20]=3[F:27])[CH:13]=[N:12]2)[C:8]([NH:40][C:37]2[CH:38]=[CH:39][N:35]([CH2:34][C@@H:32]3[CH2:31][O:30][C:29]([CH3:41])([CH3:28])[O:33]3)[N:36]=2)=[O:9])[CH2:2][CH2:3][CH2:4][CH2:5]1. (7) Given the reactants [CH:1]1[C:13]2[CH:12]([CH2:14][O:15][C:16]([N:18]3[CH2:23][C@H:22]([NH:24][C:25]([O:27][C:28]([CH3:31])([CH3:30])[CH3:29])=[O:26])[CH2:21][C@H:20]([C:32](O)=[O:33])[CH2:19]3)=[O:17])[C:11]3[C:6](=[CH:7][CH:8]=[CH:9][CH:10]=3)[C:5]=2[CH:4]=[CH:3][CH:2]=1.[Cl:35][C:36]1[CH:46]=[CH:45][CH:44]=[CH:43][C:37]=1[CH2:38][NH:39][CH:40]1[CH2:42][CH2:41]1.C(N(C(C)C)C(C)C)C.CCCP(=O)=O, predict the reaction product. The product is: [CH:10]1[C:11]2[CH:12]([CH2:14][O:15][C:16]([N:18]3[CH2:19][C@@H:20]([C:32](=[O:33])[N:39]([CH2:38][C:37]4[CH:43]=[CH:44][CH:45]=[CH:46][C:36]=4[Cl:35])[CH:40]4[CH2:42][CH2:41]4)[CH2:21][C@@H:22]([NH:24][C:25]([O:27][C:28]([CH3:30])([CH3:31])[CH3:29])=[O:26])[CH2:23]3)=[O:17])[C:13]3[C:5](=[CH:4][CH:3]=[CH:2][CH:1]=3)[C:6]=2[CH:7]=[CH:8][CH:9]=1.